Dataset: Forward reaction prediction with 1.9M reactions from USPTO patents (1976-2016). Task: Predict the product of the given reaction. (1) The product is: [NH2:24][CH2:23][C@H:22]([NH:21][C:19]([C:15]1[N:11]2[CH:12]=[CH:13][CH:14]=[C:9]([O:8][CH2:7][CH:1]3[CH2:6][CH2:5][CH2:4][CH2:3][CH2:2]3)[C:10]2=[N:17][C:16]=1[CH3:18])=[O:20])[C:35]1[CH:40]=[CH:39][CH:38]=[CH:37][CH:36]=1. Given the reactants [CH:1]1([CH2:7][O:8][C:9]2[C:10]3[N:11]([C:15]([C:19]([NH:21][C@H:22]([C:35]4[CH:40]=[CH:39][CH:38]=[CH:37][CH:36]=4)[CH2:23][N:24]4C(=O)C5C(=CC=CC=5)C4=O)=[O:20])=[C:16]([CH3:18])[N:17]=3)[CH:12]=[CH:13][CH:14]=2)[CH2:6][CH2:5][CH2:4][CH2:3][CH2:2]1.O.NN, predict the reaction product. (2) Given the reactants [Cl-].[OH:2][NH3+:3].C(N(CC)CC)C.[C:11]([O:15][C:16](=[O:26])[NH:17][C:18]1[CH:23]=[CH:22][C:21]([C:24]#[N:25])=[CH:20][CH:19]=1)([CH3:14])([CH3:13])[CH3:12], predict the reaction product. The product is: [OH:2][N:3]=[C:24]([C:21]1[CH:20]=[CH:19][C:18]([NH:17][C:16](=[O:26])[O:15][C:11]([CH3:13])([CH3:12])[CH3:14])=[CH:23][CH:22]=1)[NH2:25]. (3) The product is: [CH3:1][O:2][C:3]1[CH:9]=[C:8]([O:10][CH2:11][CH2:12][CH3:13])[CH:7]=[CH:6][C:4]=1[N:5]1[CH2:21][CH2:20][C:19](=[O:22])[CH2:18][CH2:17]1. Given the reactants [CH3:1][O:2][C:3]1[CH:9]=[C:8]([O:10][CH2:11][CH2:12][CH3:13])[CH:7]=[CH:6][C:4]=1[NH2:5].[I-].C[N+]1(CC2C=CC=CC=2)[CH2:21][CH2:20][C:19](=[O:22])[CH2:18][CH2:17]1.C(Cl)Cl, predict the reaction product.